This data is from Full USPTO retrosynthesis dataset with 1.9M reactions from patents (1976-2016). The task is: Predict the reactants needed to synthesize the given product. (1) Given the product [Cl:1][C:2]1[C:11]([C:12]([NH:34][CH2:33][C:32]2[CH:35]=[CH:36][C:37]([F:38])=[C:30]([F:29])[CH:31]=2)=[O:14])=[CH:10][C:9]2[C:4](=[CH:5][CH:6]=[CH:7][CH:8]=2)[N:3]=1, predict the reactants needed to synthesize it. The reactants are: [Cl:1][C:2]1[C:11]([C:12]([OH:14])=O)=[CH:10][C:9]2[C:4](=[CH:5][CH:6]=[CH:7][CH:8]=2)[N:3]=1.C(N(CC)C(C)C)(C)C.CN(C)C=O.[F:29][C:30]1[CH:31]=[C:32]([CH:35]=[CH:36][C:37]=1[F:38])[CH2:33][NH2:34].C(=O)(O)[O-].[Na+]. (2) The reactants are: S(=O)(=O)(O)O.[K+].[Br:7][C:8]1[CH:13]=[C:12]([CH3:14])[N:11]=[C:10]([C:15]([O-:17])=[O:16])[CH:9]=1.C([O-])(O)=O.[Na+].[CH2:23](O)[CH3:24]. Given the product [CH2:23]([O:16][C:15]([C:10]1[CH:9]=[C:8]([Br:7])[CH:13]=[C:12]([CH3:14])[N:11]=1)=[O:17])[CH3:24], predict the reactants needed to synthesize it. (3) The reactants are: [Cl:1][C:2]1[N:7]=[C:6]([NH:8][C:9]2[CH:19]=[CH:18][C:12]3[N:13]([CH3:17])[C:14]([NH2:16])=[N:15][C:11]=3[CH:10]=2)[CH:5]=[CH:4][N:3]=1.C(N(CC)CC)C.[C:27](O[C:27]([O:29][C:30]([CH3:33])([CH3:32])[CH3:31])=[O:28])([O:29][C:30]([CH3:33])([CH3:32])[CH3:31])=[O:28]. Given the product [Cl:1][C:2]1[N:7]=[C:6]([NH:8][C:9]2[CH:19]=[CH:18][C:12]3[N:13]([CH3:17])[C:14]([NH:16][C:27](=[O:28])[O:29][C:30]([CH3:33])([CH3:32])[CH3:31])=[N:15][C:11]=3[CH:10]=2)[CH:5]=[CH:4][N:3]=1, predict the reactants needed to synthesize it. (4) Given the product [C:13]([O:12][CH2:4][CH2:5][C:6]1[CH:7]=[CH:8][CH:9]=[CH:10][C:11]=1[CH2:2][Br:1])(=[O:15])[CH3:14], predict the reactants needed to synthesize it. The reactants are: [BrH:1].[CH2:2]1[C:11]2[C:6](=[CH:7][CH:8]=[CH:9][CH:10]=2)[CH2:5][C:4](=[O:12])O1.[CH2:13]([OH:15])[CH3:14]. (5) Given the product [F:13][C:2]1([F:1])[C:11]2[C:6](=[CH:7][CH:8]=[C:9]([F:12])[CH:10]=2)[C@H:5]([CH:17]([CH3:18])[CH3:16])[C:4](=[O:40])[CH2:3]1, predict the reactants needed to synthesize it. The reactants are: [F:1][C:2]1([F:13])[C:11]2[C:6](=[CH:7][CH:8]=[C:9]([F:12])[CH:10]=2)[CH2:5][CH2:4][CH2:3]1.IN1C(=O)[CH2:18][CH2:17][C:16]1=O.F.FC1C=C2C(CCCC32SCCS3)=CC=1.S([O-])([O-])(=[O:40])=S.[Na+].[Na+]. (6) Given the product [CH3:1][C:2]1[S:21][C:5]2[NH:6][C:7]3[CH:20]=[CH:19][CH:18]=[CH:17][C:8]=3[N:9]=[C:10]([N:11]3[CH2:16][CH2:15][N:14]([CH3:26])[CH2:13][CH2:12]3)[C:4]=2[CH:3]=1, predict the reactants needed to synthesize it. The reactants are: [CH3:1][C:2]1[S:21][C:5]2[NH:6][C:7]3[CH:20]=[CH:19][CH:18]=[CH:17][C:8]=3[N:9]=[C:10]([N:11]3[CH2:16][CH2:15][NH:14][CH2:13][CH2:12]3)[C:4]=2[CH:3]=1.S(OC)(O[CH3:26])(=O)=O.[OH-].[Na+]. (7) Given the product [C:1]([O:4][CH2:5][CH:6]([N:12]([CH3:21])[CH2:13][C:14]([OH:16])=[O:15])[CH2:7][O:8][C:9](=[O:11])[CH3:10])(=[O:3])[CH3:2], predict the reactants needed to synthesize it. The reactants are: [C:1]([O:4][CH2:5][CH:6]([N:12]([CH3:21])[CH2:13][C:14]([O:16]C(C)(C)C)=[O:15])[CH2:7][O:8][C:9](=[O:11])[CH3:10])(=[O:3])[CH3:2].C(O)(C(F)(F)F)=O. (8) Given the product [NH2:4][C:3](=[N:5][O:6][CH:11]=[CH:10][C:9]([O:13][CH2:14][CH3:15])=[O:12])[C:2]([F:8])([F:7])[F:1], predict the reactants needed to synthesize it. The reactants are: [F:1][C:2]([F:8])([F:7])[C:3](=[N:5][OH:6])[NH2:4].[C:9]([O:13][CH2:14][CH3:15])(=[O:12])[C:10]#[CH:11]. (9) Given the product [CH3:1][O:2][C:3]1[N:8]=[CH:7][C:6]([C:9]2[CH:14]=[CH:13][C:12]([CH2:15][CH2:16][C@H:17]3[O:26][C@H:20]4[O:21][C:22]([CH3:24])([CH3:25])[O:23][C@H:19]4[C@H:18]3[CH2:27][CH2:28][N:29]3[C:37](=[O:38])[C:36]4[C:31](=[CH:32][CH:33]=[CH:34][CH:35]=4)[C:30]3=[O:39])=[CH:11][CH:10]=2)=[CH:5][CH:4]=1, predict the reactants needed to synthesize it. The reactants are: [CH3:1][O:2][C:3]1[N:8]=[CH:7][C:6]([C:9]2[CH:14]=[CH:13][C:12](/[CH:15]=[CH:16]/[C@H:17]3[O:26][C@H:20]4[O:21][C:22]([CH3:25])([CH3:24])[O:23][C@H:19]4[C@H:18]3[CH2:27][CH2:28][N:29]3[C:37](=[O:38])[C:36]4[C:31](=[CH:32][CH:33]=[CH:34][CH:35]=4)[C:30]3=[O:39])=[CH:11][CH:10]=2)=[CH:5][CH:4]=1.[H][H].